From a dataset of Forward reaction prediction with 1.9M reactions from USPTO patents (1976-2016). Predict the product of the given reaction. (1) Given the reactants [C:1]([O:5][C:6]([NH:8][CH2:9][C:10]([O:12][CH2:13][C:14]([NH:17][C:18](=[O:49])[C:19]1[CH:24]=[CH:23][C:22]([C:25]2[N:29]=[C:28]([CH:30]([O:33][C:34]3[CH:39]=[CH:38][C:37]([C:40]4[N:44]=[C:43]([CH:45]([CH3:47])[CH3:46])[O:42][N:41]=4)=[CH:36][CH:35]=3)[CH2:31][CH3:32])[O:27]N=2)=[CH:21][C:20]=1[F:48])(C)[CH3:15])=[O:11])=[O:7])([CH3:4])([CH3:3])[CH3:2].F[C:51]1C=C(C2N=C(C(OC3C=CC(C4N=C(C(C)C)ON=4)=CC=3)CC)ON=2)C=CC=1C(N[C@H](C)CO)=O, predict the reaction product. The product is: [C:1]([O:5][C:6]([NH:8][CH2:9][C:10]([O:12][CH2:13][C@@H:14]([NH:17][C:18](=[O:49])[C:19]1[CH:24]=[CH:23][C:22]([C:25]2[N:29]=[C:28]([CH:30]([O:33][C:34]3[CH:35]=[CH:36][C:37]([C:40]4[N:44]=[C:43]([CH:45]([CH3:46])[CH3:47])[O:42][N:41]=4)=[CH:38][CH:39]=3)[CH2:31][CH3:32])[O:27][CH:51]=2)=[CH:21][C:20]=1[F:48])[CH3:15])=[O:11])=[O:7])([CH3:2])([CH3:3])[CH3:4]. (2) Given the reactants [O:1]=[C:2]1[N:6]([C:7]2[CH:8]=[CH:9][C:10]3[C:16](=[O:17])[CH2:15][CH2:14][CH2:13][O:12][C:11]=3[CH:18]=2)[CH2:5][CH:4]([CH2:19]OS(C)(=O)=O)[O:3]1.[N-:25]=[N+:26]=[N-:27].[Na+].CN(C=O)C, predict the reaction product. The product is: [N:25]([CH2:19][CH:4]1[O:3][C:2](=[O:1])[N:6]([C:7]2[CH:8]=[CH:9][C:10]3[C:16](=[O:17])[CH2:15][CH2:14][CH2:13][O:12][C:11]=3[CH:18]=2)[CH2:5]1)=[N+:26]=[N-:27]. (3) Given the reactants [NH2:1][C:2]1[CH:7]=[CH:6][C:5]([F:8])=[CH:4][C:3]=1[NH2:9].[N+:10]([C:13]1[CH:21]=[CH:20][C:16]([C:17](O)=O)=[CH:15][CH:14]=1)([O-:12])=[O:11], predict the reaction product. The product is: [N+:10]([C:13]1[CH:21]=[CH:20][C:16]([C:17]2[NH:9][C:3]3[CH:4]=[C:5]([F:8])[CH:6]=[CH:7][C:2]=3[N:1]=2)=[CH:15][CH:14]=1)([O-:12])=[O:11]. (4) Given the reactants [CH2:1]([C:3]1[C:8](=[O:9])[N:7]2[N:10]=[CH:11][C:12]([C:13]#[N:14])=[C:6]2[NH:5][C:4]=1[CH3:15])[CH3:2].Cl/[C:17](=[N:23]\[OH:24])/[C:18]([O:20][CH2:21][CH3:22])=[O:19].C(N(CC)CC)C, predict the reaction product. The product is: [CH2:1]([C:3]1[C:8](=[O:9])[N:7]2[N:10]=[CH:11][C:12]([C:13]3[O:24][N:23]=[C:17]([C:18]([O:20][CH2:21][CH3:22])=[O:19])[N:14]=3)=[C:6]2[NH:5][C:4]=1[CH3:15])[CH3:2]. (5) Given the reactants [F:1][C:2]1[C:3]([F:13])=[C:4]([F:12])[C:5]2[S:9][C:8]([NH2:10])=[N:7][C:6]=2[CH:11]=1.[F:14][C:15]1[CH:23]=[CH:22][C:18]([C:19](Cl)=[O:20])=[CH:17][CH:16]=1.Br[CH:25]([CH2:30][CH3:31])[C:26]([O:28]C)=[O:27].COC1C=CC2N=C(N)SC=2C=1.ClC1C=C(C=CC=1)C(Cl)=O.BrCC(OCC)=O, predict the reaction product. The product is: [F:1][C:2]1[C:3]([F:13])=[C:4]([F:12])[C:5]2[S:9][C:8](=[N:10][C:19](=[O:20])[C:18]3[CH:22]=[CH:23][C:15]([F:14])=[CH:16][CH:17]=3)[N:7]([CH:25]([CH2:30][CH3:31])[C:26]([OH:28])=[O:27])[C:6]=2[CH:11]=1. (6) Given the reactants ClC1C=CC([C@@H](C2C=CN(C)N=2)N)=CC=1F.[F:17][C:18]1[CH:19]=[C:20]([C@@H:26]([C:28]2[CH:29]=[N:30][N:31]([CH3:33])[CH:32]=2)[NH2:27])[CH:21]=[CH:22][C:23]=1[O:24][CH3:25].[F:34][C:35]1[CH:44]=[C:43]([C:45](O)=[O:46])[CH:42]=[C:41]2[C:36]=1[CH:37]=[N:38][C:39]([NH:48][C@H:49]1[CH2:53][CH2:52][O:51][CH2:50]1)=[N:40]2, predict the reaction product. The product is: [F:34][C:35]1[CH:44]=[C:43]([C:45]([NH:27][C@@H:26]([C:20]2[CH:21]=[CH:22][C:23]([O:24][CH3:25])=[C:18]([F:17])[CH:19]=2)[C:28]2[CH:29]=[N:30][N:31]([CH3:33])[CH:32]=2)=[O:46])[CH:42]=[C:41]2[C:36]=1[CH:37]=[N:38][C:39]([NH:48][C@@H:49]1[CH2:53][CH2:52][O:51][CH2:50]1)=[N:40]2. (7) Given the reactants [NH:1]1[CH2:6][CH2:5][CH:4]([N:7]2[CH:11]=[C:10]([NH:12][C:13]3[N:18]=[C:17]([CH2:19][CH2:20][C:21]4[CH:26]=[CH:25][CH:24]=[CH:23][C:22]=4[CH:27]([CH3:31])[C:28]([NH2:30])=[O:29])[C:16]([C:32]([F:35])([F:34])[F:33])=[CH:15][N:14]=3)[CH:9]=[N:8]2)[CH2:3][CH2:2]1.I[CH:37]([CH3:39])[CH3:38].C([O-])([O-])=O.[K+].[K+], predict the reaction product. The product is: [CH:37]([N:1]1[CH2:2][CH2:3][CH:4]([N:7]2[CH:11]=[C:10]([NH:12][C:13]3[N:18]=[C:17]([CH2:19][CH2:20][C:21]4[CH:26]=[CH:25][CH:24]=[CH:23][C:22]=4[CH:27]([CH3:31])[C:28]([NH2:30])=[O:29])[C:16]([C:32]([F:34])([F:33])[F:35])=[CH:15][N:14]=3)[CH:9]=[N:8]2)[CH2:5][CH2:6]1)([CH3:39])[CH3:38]. (8) Given the reactants [F:1][C:2]([F:7])([F:6])[C:3]([OH:5])=[O:4].[C:8]([C:10]1[CH:11]=[C:12]([C:20]2[O:24][N:23]=[C:22]([C:25]3[CH:26]=[C:27]4[C:32](=[CH:33][CH:34]=3)[CH2:31][N:30](C(OC(C)(C)C)=O)[CH2:29][CH2:28]4)[N:21]=2)[CH:13]=[N:14][C:15]=1[O:16][CH:17]([CH3:19])[CH3:18])#[N:9], predict the reaction product. The product is: [F:1][C:2]([F:7])([F:6])[C:3]([OH:5])=[O:4].[CH3:19][CH:17]([O:16][C:15]1[C:10]([C:8]#[N:9])=[CH:11][C:12]([C:20]2[O:24][N:23]=[C:22]([C:25]3[CH:26]=[C:27]4[C:32](=[CH:33][CH:34]=3)[CH2:31][NH:30][CH2:29][CH2:28]4)[N:21]=2)=[CH:13][N:14]=1)[CH3:18]. (9) Given the reactants [F-].C([N+](CCCC)(CCCC)CCCC)CCC.[CH3:19][N:20]([CH3:52])[S:21]([N:24]1[C:28]([C:29]2([OH:44])[C:37]3[C:32](=[CH:33][CH:34]=[CH:35][CH:36]=3)[CH:31]([C:38]3[CH:43]=[CH:42][CH:41]=[CH:40][CH:39]=3)[CH2:30]2)=[CH:27][N:26]=[C:25]1[Si](C(C)(C)C)(C)C)(=[O:23])=[O:22], predict the reaction product. The product is: [CH3:19][N:20]([CH3:52])[S:21]([N:24]1[C:28]([C:29]2([OH:44])[C:37]3[C:32](=[CH:33][CH:34]=[CH:35][CH:36]=3)[CH:31]([C:38]3[CH:43]=[CH:42][CH:41]=[CH:40][CH:39]=3)[CH2:30]2)=[CH:27][N:26]=[CH:25]1)(=[O:22])=[O:23]. (10) Given the reactants C[O:2][C:3]1[CH:16]=[CH:15][CH:14]=[CH:13][C:4]=1[CH:5]=[C:6]1[N:10]=[C:9]([CH3:11])[NH:8][C:7]1=[O:12].B(Br)(Br)Br, predict the reaction product. The product is: [OH:2][C:3]1[CH:16]=[CH:15][CH:14]=[CH:13][C:4]=1[CH:5]=[C:6]1[N:10]=[C:9]([CH3:11])[NH:8][C:7]1=[O:12].